The task is: Predict which catalyst facilitates the given reaction.. This data is from Catalyst prediction with 721,799 reactions and 888 catalyst types from USPTO. (1) Reactant: C[O:2][C:3]([C:5]1[N:6]([CH3:22])[N:7]=[C:8]2[C:13]=1[CH:12]=[CH:11][CH:10]=[C:9]2[C:14]1[CH:19]=[CH:18][C:17]([Cl:20])=[CH:16][C:15]=1[Cl:21])=O.[CH3:23][NH2:24]. Product: [CH3:23][NH:24][C:3]([C:5]1[N:6]([CH3:22])[N:7]=[C:8]2[C:13]=1[CH:12]=[CH:11][CH:10]=[C:9]2[C:14]1[CH:19]=[CH:18][C:17]([Cl:20])=[CH:16][C:15]=1[Cl:21])=[O:2]. The catalyst class is: 5. (2) Reactant: [CH2:1]([C:3]1[NH:13][C:6]2=[N:7][C:8]([CH3:12])=[CH:9][C:10]([CH3:11])=[C:5]2[N:4]=1)[CH3:2].[OH-].[Li+].[I-].[CH:17]1[C:27]2[CH2:26][CH2:25][C:24]3[CH:28]=[CH:29][CH:30]=[CH:31][C:23]=3[NH:22][C:21]=2[CH:20]=[CH:19][C:18]=1[CH2:32][N+]1(C)CCCCC1.O. Product: [CH2:1]([C:3]1[N:13]([CH2:32][C:18]2[CH:19]=[CH:20][C:21]3[NH:22][C:23]4[CH:31]=[CH:30][CH:29]=[CH:28][C:24]=4[CH2:25][CH2:26][C:27]=3[CH:17]=2)[C:6]2=[N:7][C:8]([CH3:12])=[CH:9][C:10]([CH3:11])=[C:5]2[N:4]=1)[CH3:2]. The catalyst class is: 3.